From a dataset of Catalyst prediction with 721,799 reactions and 888 catalyst types from USPTO. Predict which catalyst facilitates the given reaction. Reactant: [CH:1]([N:4]([C:19]1[CH:24]=[CH:23][CH:22]=[C:21]([N+:25]([O-])=O)[CH:20]=1)[CH2:5][C:6]1[N:7](COCC[Si](C)(C)C)[CH:8]=[N:9][CH:10]=1)([CH3:3])[CH3:2]. Product: [N:9]1[CH:10]=[C:6]([CH2:5][N:4]([CH:1]([CH3:3])[CH3:2])[C:19]2[CH:24]=[CH:23][CH:22]=[C:21]([NH2:25])[CH:20]=2)[NH:7][CH:8]=1. The catalyst class is: 29.